Dataset: Full USPTO retrosynthesis dataset with 1.9M reactions from patents (1976-2016). Task: Predict the reactants needed to synthesize the given product. (1) Given the product [Cl:1][C:2]1[C:3]([F:9])=[CH:4][CH:5]=[C:6]([F:8])[C:7]=1[CH:20]=[O:21], predict the reactants needed to synthesize it. The reactants are: [Cl:1][C:2]1[CH:7]=[C:6]([F:8])[CH:5]=[CH:4][C:3]=1[F:9].C([N-]C(C)C)(C)C.[Li+].CN(C)[CH:20]=[O:21].C(O)(=O)C. (2) Given the product [C:1]([C:5]1[CH:10]=[C:9]([N:11]2[CH:16]=[CH:15][C:14](=[O:17])[NH:13][C:12]2=[O:18])[CH:8]=[C:7]([C:25]2[CH:34]=[CH:33][C:32]3[C:27](=[CH:28][CH:29]=[C:30]([OH:35])[CH:31]=3)[CH:26]=2)[C:6]=1[O:22][CH3:23])([CH3:4])([CH3:3])[CH3:2], predict the reactants needed to synthesize it. The reactants are: [C:1]([C:5]1[C:6]([O:22][CH3:23])=[C:7](B(O)O)[CH:8]=[C:9]([N:11]2[CH:16]=[CH:15][C:14](=[O:17])[NH:13][C:12]2=[O:18])[CH:10]=1)([CH3:4])([CH3:3])[CH3:2].I[C:25]1[CH:26]=[C:27]2[C:32](=[CH:33][CH:34]=1)[CH:31]=[C:30]([OH:35])[CH:29]=[CH:28]2.[O-]P([O-])([O-])=O.[K+].[K+].[K+].CC12CC3(C)OC(C)(CC(C)(O3)O1)P2C1C=CC=CC=1. (3) Given the product [CH2:1]([O:3][C:4](=[O:26])[CH2:5][C:6]1[N:7]([C:16]2[CH:21]=[CH:20][C:19]([O:22][CH:23]([CH3:25])[CH3:24])=[CH:18][CH:17]=2)[C:8]2[C:13]([CH:14]=1)=[CH:12][C:11]([O:15][C:32]1[CH:31]=[CH:30][CH:29]=[C:28]([Cl:27])[CH:33]=1)=[CH:10][CH:9]=2)[CH3:2], predict the reactants needed to synthesize it. The reactants are: [CH2:1]([O:3][C:4](=[O:26])[CH2:5][C:6]1[N:7]([C:16]2[CH:21]=[CH:20][C:19]([O:22][CH:23]([CH3:25])[CH3:24])=[CH:18][CH:17]=2)[C:8]2[C:13]([CH:14]=1)=[CH:12][C:11]([OH:15])=[CH:10][CH:9]=2)[CH3:2].[Cl:27][C:28]1[CH:29]=[C:30](B(O)O)[CH:31]=[CH:32][CH:33]=1.C(Cl)Cl.BrC1C=C2C(=CC=1)N(C1C=CC(OC3CCCC3)=CC=1)C(C#N)=C2. (4) Given the product [CH3:31][N:32]([CH3:42])[C:33]1[CH:41]=[CH:40][C:36]([C:37]([N:9]([CH2:10][C:11]2[CH:12]=[C:13]([C:17]3[CH:18]=[CH:19][C:20]([CH2:23][CH:24]4[S:28][C:27](=[O:29])[NH:26][C:25]4=[O:30])=[CH:21][CH:22]=3)[CH:14]=[CH:15][CH:16]=2)[CH3:8])=[O:38])=[CH:35][CH:34]=1, predict the reactants needed to synthesize it. The reactants are: FC(F)(F)C(O)=O.[CH3:8][NH:9][CH2:10][C:11]1[CH:12]=[C:13]([C:17]2[CH:22]=[CH:21][C:20]([CH2:23][CH:24]3[S:28][C:27](=[O:29])[NH:26][C:25]3=[O:30])=[CH:19][CH:18]=2)[CH:14]=[CH:15][CH:16]=1.[CH3:31][N:32]([CH3:42])[C:33]1[CH:41]=[CH:40][C:36]([C:37](Cl)=[O:38])=[CH:35][CH:34]=1. (5) Given the product [NH:1]1[C:20](=[O:22])[C@H:7]([CH2:8][CH2:9][C:10](=[O:19])[O:11][CH2:12][C:13]2[CH:14]=[CH:15][CH:16]=[CH:17][CH:18]=2)[NH:6][C:4](=[O:5])[C@@H:2]1[CH3:3], predict the reactants needed to synthesize it. The reactants are: [NH:1](C(OC(C)(C)C)=O)[C@H:2]([C:4]([NH:6][C@H:7]([C:20]([O:22]C1C=CC([N+]([O-])=O)=CC=1)=O)[CH2:8][CH2:9][C:10](=[O:19])[O:11][CH2:12][C:13]1[CH:18]=[CH:17][CH:16]=[CH:15][CH:14]=1)=[O:5])[CH3:3].C(O)(C(F)(F)F)=O.C(Cl)(Cl)Cl.C(OC(C)=O)C. (6) The reactants are: [Cl:1][C:2]1[CH:7]=[CH:6][C:5]([C:8]2[N:12]([CH:13]3[CH2:15][CH2:14]3)[C:11](=[O:16])[N:10]([CH2:17][C:18]([OH:20])=O)[N:9]=2)=[CH:4][CH:3]=1.[F:21][C:22]([F:32])([F:31])[C:23]1[CH:24]=[C:25]([CH:28]=[CH:29][CH:30]=1)[CH2:26][NH2:27].C1C=CC2N(O)N=NC=2C=1.CCN=C=NCCCN(C)C.Cl. Given the product [Cl:1][C:2]1[CH:3]=[CH:4][C:5]([C:8]2[N:12]([CH:13]3[CH2:14][CH2:15]3)[C:11](=[O:16])[N:10]([CH2:17][C:18]([NH:27][CH2:26][C:25]3[CH:28]=[CH:29][CH:30]=[C:23]([C:22]([F:21])([F:31])[F:32])[CH:24]=3)=[O:20])[N:9]=2)=[CH:6][CH:7]=1, predict the reactants needed to synthesize it. (7) The reactants are: [Cl:1][C:2]1[N:7]=[CH:6][C:5]([OH:8])=[CH:4][CH:3]=1.F[C:10]1[CH:17]=[CH:16][CH:15]=[CH:14][C:11]=1[CH:12]=[O:13].C(=O)([O-])[O-].[K+].[K+]. Given the product [Cl:1][C:2]1[N:7]=[CH:6][C:5]([O:8][C:10]2[CH:17]=[CH:16][CH:15]=[CH:14][C:11]=2[CH:12]=[O:13])=[CH:4][CH:3]=1, predict the reactants needed to synthesize it. (8) Given the product [F:22][C:17]1[CH:16]=[C:15]([C:13](=[O:14])[C:12](=[C:23]2[NH:27][C:26]3[CH:28]=[CH:29][CH:30]=[CH:31][C:25]=3[NH:24]2)[C:11]([C:7]2[CH:6]=[C:5]([CH:3]([OH:4])[CH2:2][NH:1][C:33](=[O:35])[CH3:34])[CH:10]=[CH:9][CH:8]=2)=[O:32])[CH:20]=[C:19]([F:21])[CH:18]=1, predict the reactants needed to synthesize it. The reactants are: [NH2:1][CH2:2][CH:3]([C:5]1[CH:6]=[C:7]([C:11](=[O:32])[C:12](=[C:23]2[NH:27][C:26]3[CH:28]=[CH:29][CH:30]=[CH:31][C:25]=3[NH:24]2)[C:13]([C:15]2[CH:20]=[C:19]([F:21])[CH:18]=[C:17]([F:22])[CH:16]=2)=[O:14])[CH:8]=[CH:9][CH:10]=1)[OH:4].[C:33](OC(=O)C)(=[O:35])[CH3:34].C(=O)(O)[O-].[Na+].